From a dataset of Reaction yield outcomes from USPTO patents with 853,638 reactions. Predict the reaction yield, written as a fraction of the theoretical maximum amount of product (1.0 means a 100% yield; for example, 0.34 means a 34% yield). (1) The reactants are [N+:1]([C:4]1[CH:9]=[CH:8][C:7]([C:10]2([C:16]#[N:17])[CH2:15][CH2:14][CH2:13][CH2:12][CH2:11]2)=[CH:6][CH:5]=1)([O-])=O.O.[NH4+].[Cl-]. The catalyst is CCO.[Fe]. The product is [NH2:1][C:4]1[CH:5]=[CH:6][C:7]([C:10]2([C:16]#[N:17])[CH2:15][CH2:14][CH2:13][CH2:12][CH2:11]2)=[CH:8][CH:9]=1. The yield is 1.00. (2) The reactants are [CH2:1]([O:8][C:9](=[O:24])[C@@H:10]([NH:16]C(OC(C)(C)C)=O)[CH2:11][O:12][CH:13]([F:15])[F:14])[C:2]1[CH:7]=[CH:6][CH:5]=[CH:4][CH:3]=1.[ClH:25].CCOCC. The catalyst is CCOCC. The product is [ClH:25].[CH2:1]([O:8][C:9](=[O:24])[C@@H:10]([NH2:16])[CH2:11][O:12][CH:13]([F:15])[F:14])[C:2]1[CH:7]=[CH:6][CH:5]=[CH:4][CH:3]=1. The yield is 0.690. (3) The reactants are [NH2:1][C:2]1[C:9]([O:10][CH2:11][C:12]2[CH:17]=[CH:16][CH:15]=[CH:14][CH:13]=2)=[CH:8][C:7]([S:18]([CH:21]([CH3:23])[CH3:22])(=[O:20])=[O:19])=[CH:6][C:3]=1[C:4]#[N:5].[N:24]([O-])=O.[Na+].[Sn](Cl)Cl.[OH-].[Na+]. The catalyst is O.Cl.C(O)(=O)C. The product is [CH2:11]([O:10][C:9]1[CH:8]=[C:7]([S:18]([CH:21]([CH3:23])[CH3:22])(=[O:20])=[O:19])[CH:6]=[C:3]2[C:2]=1[NH:1][N:5]=[C:4]2[NH2:24])[C:12]1[CH:17]=[CH:16][CH:15]=[CH:14][CH:13]=1. The yield is 0.690. (4) The reactants are [CH3:1][O:2][C:3]([C:5]1[C:13]([NH:14][C:15]2[CH:20]=[CH:19][CH:18]=[CH:17][C:16]=2[CH3:21])=[C:12]([F:22])[C:8]2[NH:9][CH:10]=[N:11][C:7]=2[CH:6]=1)=[O:4].C1COCC1.CO.C1C(=O)N([Br:37])C(=O)C1.CC1C=CC(S(O)(=O)=O)=CC=1.O. The catalyst is CO. The product is [CH3:1][O:2][C:3]([C:5]1[C:13]([NH:14][C:15]2[CH:20]=[CH:19][C:18]([Br:37])=[CH:17][C:16]=2[CH3:21])=[C:12]([F:22])[C:8]2[NH:9][CH:10]=[N:11][C:7]=2[CH:6]=1)=[O:4]. The yield is 0.790. (5) The reactants are C1C2C(COC(N[C@H:19]([C:27]([OH:29])=[O:28])[C:20]([S:23]([CH3:26])(=[O:25])=[O:24])([CH3:22])[CH3:21])=O)C3C(=CC=CC=3)C=2C=CC=1.N1CCCCC1.CN(C)C=[O:39]. No catalyst specified. The product is [OH:39][C@@H:19]([C:20]([CH3:22])([S:23]([CH3:26])(=[O:25])=[O:24])[CH3:21])[C:27]([OH:29])=[O:28]. The yield is 0.250. (6) The reactants are [H-].[Na+].[CH3:3][C:4]1[CH:8]=[C:7]([CH3:9])[NH:6][N:5]=1.Br[CH2:11][CH2:12][F:13]. The product is [F:13][CH2:12][CH2:11][N:5]1[C:4]([CH3:3])=[CH:8][C:7]([CH3:9])=[N:6]1. The yield is 0.497. The catalyst is CN(C=O)C.O. (7) The reactants are [OH:1][C:2]1[CH:7]=[CH:6][C:5]([C:8](=[C:25]2[CH2:30][C:29]([CH3:32])([CH3:31])[CH2:28][C:27]([CH3:34])([CH3:33])[CH2:26]2)[C:9]2[CH:14]=[CH:13][C:12]([C:15]3[C:16]([C:21]([O:23]C)=[O:22])=[CH:17][CH:18]=[CH:19][CH:20]=3)=[CH:11][CH:10]=2)=[CH:4][CH:3]=1.[OH-].[Na+].Cl. The catalyst is CCO.C1COCC1. The product is [OH:1][C:2]1[CH:7]=[CH:6][C:5]([C:8](=[C:25]2[CH2:26][C:27]([CH3:34])([CH3:33])[CH2:28][C:29]([CH3:32])([CH3:31])[CH2:30]2)[C:9]2[CH:14]=[CH:13][C:12]([C:15]3[C:16]([C:21]([OH:23])=[O:22])=[CH:17][CH:18]=[CH:19][CH:20]=3)=[CH:11][CH:10]=2)=[CH:4][CH:3]=1. The yield is 0.890.